Dataset: Full USPTO retrosynthesis dataset with 1.9M reactions from patents (1976-2016). Task: Predict the reactants needed to synthesize the given product. (1) Given the product [CH3:28][O:1][C:2]1[CH:3]=[C:4]([O:21][C:22]([F:25])([F:23])[F:24])[CH:5]=[C:6]2[C:11]=1[O:10][CH:9]([C:12]([F:13])([F:14])[F:15])[C:8]([C:16]([O:18][CH2:19][CH3:20])=[O:17])=[CH:7]2, predict the reactants needed to synthesize it. The reactants are: [OH:1][C:2]1[CH:3]=[C:4]([O:21][C:22]([F:25])([F:24])[F:23])[CH:5]=[C:6]2[C:11]=1[O:10][CH:9]([C:12]([F:15])([F:14])[F:13])[C:8]([C:16]([O:18][CH2:19][CH3:20])=[O:17])=[CH:7]2.IC.[C:28]([O-])([O-])=O.[K+].[K+]. (2) The reactants are: Br[C:2]1[CH:7]=[CH:6][C:5]([N:8]2[CH:12]([C:13]3[CH:18]=[CH:17][CH:16]=[CH:15][C:14]=3[Cl:19])[CH2:11][C:10]([C:20]([C:26]([F:29])([F:28])[F:27])([C:22]([F:25])([F:24])[F:23])[OH:21])=[N:9]2)=[CH:4][CH:3]=1.[C:30]([N:37]1[CH2:42][CH2:41][NH:40][CH2:39][CH2:38]1)([O:32][C:33]([CH3:36])([CH3:35])[CH3:34])=[O:31].C1C=CC(P(C2C(C3C(P(C4C=CC=CC=4)C4C=CC=CC=4)=CC=C4C=3C=CC=C4)=C3C(C=CC=C3)=CC=2)C2C=CC=CC=2)=CC=1.CC(C)([O-])C.[Na+]. Given the product [Cl:19][C:14]1[CH:15]=[CH:16][CH:17]=[CH:18][C:13]=1[CH:12]1[N:8]([C:5]2[CH:4]=[CH:3][C:2]([N:40]3[CH2:39][CH2:38][N:37]([C:30]([O:32][C:33]([CH3:36])([CH3:35])[CH3:34])=[O:31])[CH2:42][CH2:41]3)=[CH:7][CH:6]=2)[N:9]=[C:10]([C:20]([C:26]([F:27])([F:29])[F:28])([C:22]([F:25])([F:24])[F:23])[OH:21])[CH2:11]1, predict the reactants needed to synthesize it. (3) Given the product [CH2:42]([C:31]1([CH2:40][CH3:41])[O:30][C:29](=[O:44])[N:28]([CH2:27][CH2:26][C:25]([NH:24][CH2:23][CH:22]([C:19]2[CH:20]=[CH:21][C:16]([OH:15])=[C:17]([NH:48][S:49]([CH3:52])(=[O:50])=[O:51])[CH:18]=2)[OH:47])([CH3:45])[CH3:46])[C:33]2[CH:34]=[CH:35][C:36]([O:38][CH3:39])=[CH:37][C:32]1=2)[CH3:43], predict the reactants needed to synthesize it. The reactants are: FC(F)(F)C(O)=O.C([O:15][C:16]1[CH:21]=[CH:20][C:19]([CH:22]([OH:47])[CH2:23][NH:24][C:25]([CH3:46])([CH3:45])[CH2:26][CH2:27][N:28]2[C:33]3[CH:34]=[CH:35][C:36]([O:38][CH3:39])=[CH:37][C:32]=3[C:31]([CH2:42][CH3:43])([CH2:40][CH3:41])[O:30][C:29]2=[O:44])=[CH:18][C:17]=1[NH:48][S:49]([CH3:52])(=[O:51])=[O:50])C1C=CC=CC=1.FC(F)(F)C([O-])=O. (4) Given the product [OH:27][C:23]1[C:22]([C:28]([O:30][CH3:31])=[O:29])=[C:21]([CH:26]=[CH:25][CH:24]=1)[O:20][CH2:19]/[CH:18]=[CH:17]/[C:13]1[CH:12]=[C:11]([C:10]2[O:9][N:8]=[C:7]([C:32]([OH:34])=[O:33])[C:6]=2[CH2:5][OH:4])[CH:16]=[CH:15][CH:14]=1, predict the reactants needed to synthesize it. The reactants are: C([O:4][CH2:5][C:6]1[C:7]([C:32]([O:34]CC)=[O:33])=[N:8][O:9][C:10]=1[C:11]1[CH:16]=[CH:15][CH:14]=[C:13](/[CH:17]=[CH:18]/[CH2:19][O:20][C:21]2[CH:26]=[CH:25][CH:24]=[C:23]([OH:27])[C:22]=2[C:28]([O:30][CH3:31])=[O:29])[CH:12]=1)(=O)C.C([O-])([O-])=O.[K+].[K+].Cl.C(=O)=O. (5) Given the product [CH:1]1([C:4]2[C:9]([C@@H:10]3[CH2:14][CH2:13][C@:12]([C:19]4[CH:24]=[CH:23][CH:22]=[C:21]([F:25])[C:20]=4[CH3:26])([C:15]([NH:17][OH:18])=[O:16])[CH2:11]3)=[CH:8][C:7]([F:27])=[CH:6][N:5]=2)[CH2:2][CH2:3]1, predict the reactants needed to synthesize it. The reactants are: [CH:1]1([C:4]2[C:9]([C:10]3[CH2:14][CH2:13][C@:12]([C:19]4[CH:24]=[CH:23][CH:22]=[C:21]([F:25])[C:20]=4[CH3:26])([C:15]([NH:17][OH:18])=[O:16])[CH:11]=3)=[CH:8][C:7]([F:27])=[CH:6][N:5]=2)[CH2:3][CH2:2]1. (6) Given the product [NH2:13][C:10]([CH3:12])([CH2:11][C:2]1[N:3]=[N:4][CH:5]=[CH:6][CH:7]=1)[CH2:9][NH2:8], predict the reactants needed to synthesize it. The reactants are: Cl[C:2]1[N:3]=[N:4][CH:5]=[CH:6][CH:7]=1.[NH2:8][CH2:9][C:10]([NH2:13])([CH3:12])[CH3:11].C(N(CC)C(C)C)(C)C. (7) Given the product [O:24]=[C:23]1[NH:1][CH2:2][C@@H:3]2[C@H:4]([CH2:5][CH2:6][CH2:7][CH2:8]2)[N:9]1[CH:10]1[CH2:15][CH2:14][N:13]([C:16]([O:18][C:19]([CH3:22])([CH3:21])[CH3:20])=[O:17])[CH2:12][CH2:11]1, predict the reactants needed to synthesize it. The reactants are: [NH2:1][CH2:2][C@H:3]1[CH2:8][CH2:7][CH2:6][CH2:5][C@@H:4]1[NH:9][CH:10]1[CH2:15][CH2:14][N:13]([C:16]([O:18][C:19]([CH3:22])([CH3:21])[CH3:20])=[O:17])[CH2:12][CH2:11]1.[C:23](N1C=CN=C1)(N1C=CN=C1)=[O:24]. (8) Given the product [CH3:18][CH2:17][CH2:15][S:16][C:47]1[CH:46]=[CH:45][C:44]2[N:58]=[C:56]([NH:57][C:8]([O:10][CH3:75])=[O:9])[NH:55][C:43]=2[CH:42]=1, predict the reactants needed to synthesize it. The reactants are: N[C@H]([C:8]([OH:10])=[O:9])CCC(=O)N.CC1(C)[S:16][C@@H:15]2[C@H:17](NC(CC3C=CC=CC=3)=O)[C:18](=O)N2[C@H]1C([O-])=O.[K+].C[C@@H]1O[C@@H](O[C@H:42]2[C@H:47](O)[C@@H:46](O)[C@H:45](NC(N)=N)[C@@H:44](O)[C@@H:43]2[NH:55][C:56]([NH2:58])=[NH:57])[C@H](O[C@@H]2O[C@@H](CO)[C@H](O)[C@@H](O)[C@@H]2NC)[C@@]1(O)C=O.[CH2:75](N(CC(O)=O)CC(O)=O)CN(CC(O)=O)CC(O)=O.O=O. (9) Given the product [CH3:9][C:10]1[N:11]=[CH:12][C:13]([CH2:14][OH:15])=[CH:18][CH:19]=1, predict the reactants needed to synthesize it. The reactants are: C([BH-](CC)CC)C.[Li+].[CH3:9][C:10]1[CH:19]=[CH:18][C:13]([C:14](OC)=[O:15])=[CH:12][N:11]=1. (10) Given the product [CH3:57][C:52]1([CH3:58])[C:53]([CH3:56])([CH3:55])[O:54][B:50]([C:2]2[CH:3]=[C:4]3[C:8](=[CH:9][CH:10]=2)[C:7]([CH2:12][C:13]2[N:14]([C:26]([C:39]4[CH:44]=[CH:43][CH:42]=[CH:41][CH:40]=4)([C:33]4[CH:38]=[CH:37][CH:36]=[CH:35][CH:34]=4)[C:27]4[CH:32]=[CH:31][CH:30]=[CH:29][CH:28]=4)[CH:15]=[C:16]([CH2:18][C:19]4([C:22]([F:25])([F:24])[F:23])[CH2:21][CH2:20]4)[N:17]=2)([OH:11])[CH2:6][CH2:5]3)[O:51]1, predict the reactants needed to synthesize it. The reactants are: Br[C:2]1[CH:3]=[C:4]2[C:8](=[CH:9][CH:10]=1)[C:7]([CH2:12][C:13]1[N:14]([C:26]([C:39]3[CH:44]=[CH:43][CH:42]=[CH:41][CH:40]=3)([C:33]3[CH:38]=[CH:37][CH:36]=[CH:35][CH:34]=3)[C:27]3[CH:32]=[CH:31][CH:30]=[CH:29][CH:28]=3)[CH:15]=[C:16]([CH2:18][C:19]3([C:22]([F:25])([F:24])[F:23])[CH2:21][CH2:20]3)[N:17]=1)([OH:11])[CH2:6][CH2:5]2.C([O-])(=O)C.[K+].[B:50]1([B:50]2[O:54][C:53]([CH3:56])([CH3:55])[C:52]([CH3:58])([CH3:57])[O:51]2)[O:54][C:53]([CH3:56])([CH3:55])[C:52]([CH3:58])([CH3:57])[O:51]1.